This data is from Forward reaction prediction with 1.9M reactions from USPTO patents (1976-2016). The task is: Predict the product of the given reaction. (1) The product is: [Cl:1][C:2]1[CH:7]=[CH:6][C:5]([NH:8][C:9]([C:11]2[CH:20]=[CH:19][C:18]3[C:13](=[CH:14][CH:15]=[C:16]([OH:21])[CH:17]=3)[CH:12]=2)=[NH:10])=[CH:4][CH:3]=1. Given the reactants [Cl:1][C:2]1[CH:7]=[CH:6][C:5]([NH:8][C:9]([C:11]2[CH:20]=[CH:19][C:18]3[C:13](=[CH:14][CH:15]=[C:16]([O:21]C)[CH:17]=3)[CH:12]=2)=[NH:10])=[CH:4][CH:3]=1.B(Br)(Br)Br.C([O-])(O)=O.[Na+], predict the reaction product. (2) Given the reactants [C:1]([C:3]1[CH:8]=[CH:7][C:6]([C:9]2([NH:12][C:13]([C:15]3[C:19]([CH2:20][C:21]4[CH:26]=[CH:25][C:24]([C:27]([F:30])([F:29])[F:28])=[CH:23][CH:22]=4)=[C:18]([CH3:31])[S:17][C:16]=3[CH3:32])=[O:14])[CH2:11][CH2:10]2)=[CH:5][CH:4]=1)#[N:2].[N:33]([Sn](CCCC)(CCCC)CCCC)=[N+:34]=[N-:35].CC(O)=O, predict the reaction product. The product is: [CH3:32][C:16]1[S:17][C:18]([CH3:31])=[C:19]([CH2:20][C:21]2[CH:22]=[CH:23][C:24]([C:27]([F:30])([F:29])[F:28])=[CH:25][CH:26]=2)[C:15]=1[C:13]([NH:12][C:9]1([C:6]2[CH:5]=[CH:4][C:3]([C:1]3[N:33]=[N:34][NH:35][N:2]=3)=[CH:8][CH:7]=2)[CH2:11][CH2:10]1)=[O:14].